Dataset: Catalyst prediction with 721,799 reactions and 888 catalyst types from USPTO. Task: Predict which catalyst facilitates the given reaction. (1) Reactant: [OH:1][C:2]([CH3:16])([CH3:15])[CH2:3][CH2:4][N:5]1[C:9]2[CH:10]=[CH:11][CH:12]=[CH:13][C:8]=2[NH:7][C:6]1=[O:14].C(N(CC)CC)C.Cl[C:25](OC1C=CC([N+]([O-])=O)=CC=1)=[O:26].[NH2:37][C@H:38]([C:43]([NH2:45])=[O:44])[C:39]([CH3:42])([CH3:41])[CH3:40]. Product: [NH2:45][C:43]([C@@H:38]([NH:37][C:25]([N:7]1[C:8]2[CH:13]=[CH:12][CH:11]=[CH:10][C:9]=2[N:5]([CH2:4][CH2:3][C:2]([OH:1])([CH3:16])[CH3:15])[C:6]1=[O:14])=[O:26])[C:39]([CH3:42])([CH3:41])[CH3:40])=[O:44]. The catalyst class is: 26. (2) Reactant: [H-].[Na+].Cl[C:4]1[CH:9]=[CH:8][C:7]([Cl:10])=[CH:6][N:5]=1.[OH:11][CH:12]1[CH2:17][CH2:16][NH:15][CH2:14][CH2:13]1. Product: [NH:15]1[CH2:16][CH2:17][CH:12]([O:11][C:4]2[CH:9]=[CH:8][C:7]([Cl:10])=[CH:6][N:5]=2)[CH2:13][CH2:14]1. The catalyst class is: 57. (3) Reactant: [O-:1][C:2]1[CH:7]=[CH:6][CH:5]=[CH:4][CH:3]=1.[Na+].[C:9](=[O:13])([O-:12])[O:10]C.C(=O)(OCC)OC/C=C/C1C=CC=CC=1. Product: [O-:1][C:2]1[CH:7]=[CH:6][CH:5]=[CH:4][CH:3]=1.[C:9](=[O:10])([O-:13])[O-:12]. The catalyst class is: 28. (4) Reactant: FC(F)(F)C([O-])=O.COC1C=CC(C[N:17]2[C:21]3=[N:22][CH:23]=[CH:24][C:25]([O:26][C:27]4[CH:32]=[CH:31][C:30]([C:33](=[O:41])[NH:34][C:35]5[S:36][CH:37]=[C:38]([CH3:40])[N:39]=5)=[CH:29][CH:28]=4)=[C:20]3[C:19]([NH:42][C@@H:43]3[CH2:48][CH2:47][CH2:46][NH2+:45][CH2:44]3)=[N:18]2)=CC=1. Product: [CH3:40][C:38]1[N:39]=[C:35]([NH:34][C:33](=[O:41])[C:30]2[CH:31]=[CH:32][C:27]([O:26][C:25]3[CH:24]=[CH:23][N:22]=[C:21]4[NH:17][N:18]=[C:19]([NH:42][C@@H:43]5[CH2:48][CH2:47][CH2:46][NH:45][CH2:44]5)[C:20]=34)=[CH:28][CH:29]=2)[S:36][CH:37]=1. The catalyst class is: 67. (5) Reactant: COC(=O)CC[S:6]([C:9]1[CH:14]=[CH:13][C:12]([CH:15]([NH:19][C:20]([C:22]2[CH:23]=[N:24][N:25]([C:28]3[CH:33]=[CH:32][C:31]([Cl:34])=[CH:30][CH:29]=3)[C:26]=2[CH3:27])=[O:21])[CH2:16][CH2:17][CH3:18])=[CH:11][N:10]=1)(=[O:8])=[O:7].C[O-].[Na+].[Na].ClN1C(=[O:46])CCC1=O.[O:48]1[CH2:53][CH2:52][CH:51]([NH2:54])[CH2:50][CH2:49]1. Product: [O:48]1[CH2:53][CH2:52][CH:51]([NH:54][S:6]([C:9]2[N:10]=[CH:11][C:12]([CH:15]([NH:19][C:20]([C:22]3[CH:23]=[N:24][N:25]([C:28]4[CH:29]=[CH:30][C:31]([Cl:34])=[CH:32][CH:33]=4)[C:26]=3[CH3:27])=[O:21])[CH2:16][CH2:17][CH3:18])=[CH:13][CH:14]=2)(=[O:7])=[O:8])[CH2:50][CH2:49]1.[Cl:34][C:31]1[CH:30]=[CH:29][C:28]([N:25]2[C:26]([CH3:27])=[C:22]([C:20]([NH:19][CH:15]([C:12]3[CH:13]=[CH:14][C:9]([S:6]([OH:7])(=[O:8])=[O:46])=[N:10][CH:11]=3)[CH2:16][CH2:17][CH3:18])=[O:21])[CH:23]=[N:24]2)=[CH:33][CH:32]=1. The catalyst class is: 36. (6) Reactant: [CH:1]1([Mg]Br)[CH2:3][CH2:2]1.[O:6]=[CH:7][CH2:8][C@@:9]1([C:22]([N:24]2[CH2:33][CH2:32][C:31]3[N:30]=[CH:29][C:28]([C:34]([F:37])([F:36])[F:35])=[CH:27][C:26]=3[CH2:25]2)=[O:23])[CH2:13][C@H:12]([NH:14][C:15](=[O:21])[O:16][C:17]([CH3:20])([CH3:19])[CH3:18])[CH:11]=[CH:10]1.[NH4+].[Cl-]. Product: [CH:1]1([CH:7]([OH:6])[CH2:8][C@@:9]2([C:22]([N:24]3[CH2:33][CH2:32][C:31]4[N:30]=[CH:29][C:28]([C:34]([F:35])([F:36])[F:37])=[CH:27][C:26]=4[CH2:25]3)=[O:23])[CH2:13][C@H:12]([NH:14][C:15](=[O:21])[O:16][C:17]([CH3:20])([CH3:19])[CH3:18])[CH:11]=[CH:10]2)[CH2:3][CH2:2]1. The catalyst class is: 1. (7) Reactant: [Li]CCCC.[C:6]1([C:12]2[N:13]=[CH:14][O:15][C:16]=2[C:17]2[CH:22]=[CH:21][CH:20]=[CH:19][CH:18]=2)[CH:11]=[CH:10][CH:9]=[CH:8][CH:7]=1.CN(C1C=CC=CN=1)[CH:25]=[O:26]. Product: [C:6]1([C:12]2[N:13]=[C:14]([CH:25]=[O:26])[O:15][C:16]=2[C:17]2[CH:18]=[CH:19][CH:20]=[CH:21][CH:22]=2)[CH:11]=[CH:10][CH:9]=[CH:8][CH:7]=1. The catalyst class is: 1. (8) Reactant: C([O:3][C:4]([C:6]1[N:7]=[CH:8][N:9]([C:11]2[CH:16]=[CH:15][CH:14]=[C:13]([C:17]3[C:18]([O:25][CH3:26])=[N:19][C:20]([O:23][CH3:24])=[N:21][CH:22]=3)[CH:12]=2)[CH:10]=1)=[O:5])C.[OH-].[K+]. Product: [CH3:24][O:23][C:20]1[N:19]=[C:18]([O:25][CH3:26])[C:17]([C:13]2[CH:12]=[C:11]([N:9]3[CH:10]=[C:6]([C:4]([OH:5])=[O:3])[N:7]=[CH:8]3)[CH:16]=[CH:15][CH:14]=2)=[CH:22][N:21]=1. The catalyst class is: 8.